This data is from Full USPTO retrosynthesis dataset with 1.9M reactions from patents (1976-2016). The task is: Predict the reactants needed to synthesize the given product. (1) The reactants are: [C:1]([O:5][C:6](=[O:20])[C:7]([S:10][C:11]1[S:12][CH:13]=[C:14]([CH2:16][CH2:17][CH2:18][NH2:19])[N:15]=1)([CH3:9])[CH3:8])([CH3:4])([CH3:3])[CH3:2].[Br:21][C:22]1[CH:23]=[N:24][C:25](Cl)=[N:26][CH:27]=1.C(N(C(C)C)CC)(C)C.O. Given the product [C:1]([O:5][C:6](=[O:20])[C:7]([S:10][C:11]1[S:12][CH:13]=[C:14]([CH2:16][CH2:17][CH2:18][NH:19][C:25]2[N:26]=[CH:27][C:22]([Br:21])=[CH:23][N:24]=2)[N:15]=1)([CH3:9])[CH3:8])([CH3:2])([CH3:4])[CH3:3], predict the reactants needed to synthesize it. (2) Given the product [CH3:25][CH:24]([CH3:26])[C@H:23]([NH:27][C:28]([CH2:38][CH2:39][C:40]([OH:42])=[O:41])=[O:34])[C:22](=[O:35])[NH:21][CH2:20][C:19](=[O:36])[N:11]1[C:12]2[C:17](=[CH:16][CH:15]=[CH:14][CH:13]=2)[CH2:18][C@H:10]1[C:8](=[O:9])[NH:7][CH2:6][C:5]1[N:4]=[N:3][NH:2][N:1]=1, predict the reactants needed to synthesize it. The reactants are: [N:1]1[NH:2][N:3]=[N:4][C:5]=1[CH2:6][NH:7][C:8]([C@@H:10]1[CH2:18][C:17]2[C:12](=[CH:13][CH:14]=[CH:15][CH:16]=2)[N:11]1[C:19](=[O:36])[CH2:20][NH:21][C:22](=[O:35])[C@@H:23]([NH:27][C:28](=[O:34])OC(C)(C)C)[CH:24]([CH3:26])[CH3:25])=[O:9].C1(=O)[O:42][C:40](=[O:41])[CH2:39][CH2:38]1. (3) Given the product [O:1]=[C:2]1[C:3]([C:4]([O:6][CH2:7][CH3:8])=[O:5])=[C:17]2[CH2:18][CH2:19][CH2:20][CH2:21][N:16]2[N:9]1[C:10]1[CH:15]=[CH:14][CH:13]=[CH:12][CH:11]=1, predict the reactants needed to synthesize it. The reactants are: [O:1]=[C:2]([N:9]([N:16]1[CH2:21][CH2:20][CH2:19][CH2:18][C:17]1=O)[C:10]1[CH:15]=[CH:14][CH:13]=[CH:12][CH:11]=1)[CH2:3][C:4]([O:6][CH2:7][CH3:8])=[O:5]. (4) Given the product [CH:1]1([N:6]2[C:14]3[CH:13]=[CH:12][N:11]=[C:10]([O:15][CH3:16])[C:9]=3[C:8]([C:17]3[CH:18]=[C:19]([C:34]([N:32]([CH3:33])[CH3:31])=[O:35])[S:20][CH:21]=3)=[N:7]2)[CH2:2][CH2:3][CH2:4][CH2:5]1, predict the reactants needed to synthesize it. The reactants are: [CH:1]1([N:6]2[C:14]3[CH:13]=[CH:12][N:11]=[C:10]([O:15][CH3:16])[C:9]=3[C:8]([C:17]3[CH:18]=[C:19](C(N)=O)[S:20][CH:21]=3)=[N:7]2)[CH2:5][CH2:4][CH2:3][CH2:2]1.[H-].[Na+].IC.[Cl-].[NH4+].[CH3:31][N:32]([CH:34]=[O:35])[CH3:33]. (5) Given the product [Br:41][C:42]1[CH:43]=[CH:44][C:45]([O:51][CH2:52][C:53]2[CH:58]=[CH:57][C:56]([F:59])=[C:55]([F:60])[CH:54]=2)=[C:46]([CH:50]=1)[C:47]([NH:7][C:4]1[CH:5]=[CH:6][N:1]=[N:2][CH:3]=1)=[O:48], predict the reactants needed to synthesize it. The reactants are: [N:1]1[CH:6]=[CH:5][C:4]([NH2:7])=[CH:3][N:2]=1.CN(C(ON1N=NC2C=CC=NC1=2)=[N+](C)C)C.F[P-](F)(F)(F)(F)F.C(N(C(C)C)CC)(C)C.[Br:41][C:42]1[CH:43]=[CH:44][C:45]([O:51][CH2:52][C:53]2[CH:58]=[CH:57][C:56]([F:59])=[C:55]([F:60])[CH:54]=2)=[C:46]([CH:50]=1)[C:47](O)=[O:48]. (6) Given the product [CH3:26][C:25]1[CH:27]=[CH:28][C:22]([S:19]([O:10][CH2:9][CH2:8][C@@:5]2([CH3:7])[CH2:4][O:3][C:2]([CH3:11])([CH3:1])[O:6]2)(=[O:21])=[O:20])=[CH:23][CH:24]=1, predict the reactants needed to synthesize it. The reactants are: [CH3:1][C:2]1([CH3:11])[O:6][C@:5]([CH2:8][CH2:9][OH:10])([CH3:7])[CH2:4][O:3]1.CCN(CC)CC.[S:19](Cl)([C:22]1[CH:28]=[CH:27][C:25]([CH3:26])=[CH:24][CH:23]=1)(=[O:21])=[O:20].